Dataset: Peptide-MHC class I binding affinity with 185,985 pairs from IEDB/IMGT. Task: Regression. Given a peptide amino acid sequence and an MHC pseudo amino acid sequence, predict their binding affinity value. This is MHC class I binding data. (1) The peptide sequence is FLMAFANQIH. The MHC is HLA-A11:01 with pseudo-sequence HLA-A11:01. The binding affinity (normalized) is 0. (2) The peptide sequence is LITEQFLCY. The MHC is HLA-A02:12 with pseudo-sequence HLA-A02:12. The binding affinity (normalized) is 0.0847. (3) The peptide sequence is RINEGWPAY. The MHC is HLA-B15:01 with pseudo-sequence HLA-B15:01. The binding affinity (normalized) is 0.590. (4) The peptide sequence is QVIFKCVPK. The MHC is HLA-A26:01 with pseudo-sequence HLA-A26:01. The binding affinity (normalized) is 0.0847. (5) The peptide sequence is GAFMYTKHSM. The MHC is HLA-A02:02 with pseudo-sequence HLA-A02:02. The binding affinity (normalized) is 0.418.